From a dataset of Plasma protein binding rate (PPBR) regression data from AstraZeneca. Regression/Classification. Given a drug SMILES string, predict its absorption, distribution, metabolism, or excretion properties. Task type varies by dataset: regression for continuous measurements (e.g., permeability, clearance, half-life) or binary classification for categorical outcomes (e.g., BBB penetration, CYP inhibition). For this dataset (ppbr_az), we predict Y. (1) The drug is CCCCCCCC(=O)N[C@@H](CCN)C(=O)N[C@@H](C)C(=O)N[C@@H](CCN)C(=O)N[C@H]1CCNC(=O)[C@H]([C@@H](C)O)NC(=O)[C@H](CCN)NC(=O)[C@H](CCN)NC(=O)[C@H](CC(C)C)NC(=O)[C@@H](Cc2ccccc2)NC(=O)[C@H](CCN)NC1=O. The Y is 92.3 %. (2) The compound is O=C(NC[C@@H](O)CN1CCC(Oc2ccc(Cl)c(Cl)c2)CC1)c1c[nH]c(=O)c2cc(S(=O)(=O)N3CCC3)ccc12. The Y is 95.0 %. (3) The compound is O=C(CCCN1CCC(O)(c2cccc(C(F)(F)F)c2)CC1)c1ccc(F)cc1. The Y is 92.3 %. (4) The Y is 97.9 %. The molecule is Cc1ccc(S(=O)(=O)Nc2c(C(=O)N[C@@H](C)C(C)(C)C)c(C)nn2C2CCCC2)cc1. (5) The compound is CN[C@@H](C)C(=O)N[C@H](C(=O)N[C@H]1CCCN(S(=O)(=O)Cc2ccccc2)C1)C(C)(C)C. The Y is 48.9 %. (6) The compound is CC(C)Oc1cc(Nc2nc(N[C@@H](C)c3ccc(F)cn3)nc(OC(CO)CO)c2Cl)n[nH]1. The Y is 82.4 %.